From a dataset of Full USPTO retrosynthesis dataset with 1.9M reactions from patents (1976-2016). Predict the reactants needed to synthesize the given product. (1) Given the product [CH3:24][S:22]([C:21]([S:20][CH3:19])=[CH:11][C:10]1[CH:13]=[CH:14][CH:15]=[C:16]([CH2:17][CH3:18])[C:9]=1[O:8][CH2:1][C:2]1[CH:7]=[CH:6][CH:5]=[CH:4][CH:3]=1)=[O:23], predict the reactants needed to synthesize it. The reactants are: [CH2:1]([O:8][C:9]1[C:16]([CH2:17][CH3:18])=[CH:15][CH:14]=[CH:13][C:10]=1[CH:11]=O)[C:2]1[CH:7]=[CH:6][CH:5]=[CH:4][CH:3]=1.[CH3:19][S:20][CH2:21][S:22]([CH3:24])=[O:23].O1CCCC1.[OH-].C([N+](C)(C)C)C1C=CC=CC=1. (2) Given the product [CH3:27][C:24]1([CH3:28])[O:23][C:22]2[CH:29]=[CH:30][C:19]([C@H:17]3[O:16][C:15](=[O:31])[N:14]([CH2:13][CH2:12][CH2:11][CH2:10][CH2:9][CH2:8][O:3][CH2:2][CH2:1][OH:4])[CH2:18]3)=[CH:20][C:21]=2[CH2:26][O:25]1, predict the reactants needed to synthesize it. The reactants are: [CH2:1]([OH:4])[CH2:2][OH:3].[H-].[Na+].Br[CH2:8][CH2:9][CH2:10][CH2:11][CH2:12][CH2:13][N:14]1[CH2:18][C@@H:17]([C:19]2[CH:30]=[CH:29][C:22]3[O:23][C:24]([CH3:28])([CH3:27])[O:25][CH2:26][C:21]=3[CH:20]=2)[O:16][C:15]1=[O:31].P([O-])([O-])([O-])=O. (3) Given the product [CH3:2][N:3]1[CH:7]=[C:6]([NH:8][C:9]([C:11]2[N:12]([CH3:40])[CH:13]=[C:14]([NH:16][C:17]([C:19]3[N:20]([CH3:39])[CH:21]=[C:22]([NH:24][C:25]([C:27]4[N:28]([CH3:38])[CH:29]=[C:30]([NH:32][C:33](=[O:37])[C:34]([Br:36])=[CH2:35])[CH:31]=4)=[O:26])[CH:23]=3)=[O:18])[CH:15]=2)=[O:10])[CH:5]=[C:4]1[C:41]([NH:43][CH2:44][CH2:45][C:46]#[N:47])=[O:42], predict the reactants needed to synthesize it. The reactants are: Cl.[CH3:2][N:3]1[CH:7]=[C:6]([NH:8][C:9]([C:11]2[N:12]([CH3:40])[CH:13]=[C:14]([NH:16][C:17]([C:19]3[N:20]([CH3:39])[CH:21]=[C:22]([NH:24][C:25]([C:27]4[N:28]([CH3:38])[CH:29]=[C:30]([NH:32][C:33](=[O:37])[C:34]([Br:36])=[CH2:35])[CH:31]=4)=[O:26])[CH:23]=3)=[O:18])[CH:15]=2)=[O:10])[CH:5]=[C:4]1[C:41]([NH:43][CH2:44][CH2:45][C:46](N)=[NH:47])=[O:42].C1(=O)OC(=O)CC1.C([O-])([O-])=O.[K+].[K+]. (4) The reactants are: N1C=CC=CC=1.[C:7](OC(=O)C)(=[O:9])[CH3:8].[C:14]([N:24]1[CH2:27][CH:26]([C:28]2[CH:33]=[CH:32][C:31]([N:34]3[CH2:38][C@H:37]([CH2:39][NH2:40])[O:36][C:35]3=[O:41])=[CH:30][C:29]=2[F:42])[CH2:25]1)([O:16][CH2:17][C:18]1[CH:23]=[CH:22][CH:21]=[CH:20][CH:19]=1)=[O:15]. Given the product [F:42][C:29]1[CH:30]=[C:31]([N:34]2[CH2:38][C@H:37]([CH2:39][NH:40][C:7](=[O:9])[CH3:8])[O:36][C:35]2=[O:41])[CH:32]=[CH:33][C:28]=1[CH:26]1[CH2:27][N:24]([C:14]([O:16][CH2:17][C:18]2[CH:23]=[CH:22][CH:21]=[CH:20][CH:19]=2)=[O:15])[CH2:25]1, predict the reactants needed to synthesize it.